This data is from Experimentally validated miRNA-target interactions with 360,000+ pairs, plus equal number of negative samples. The task is: Binary Classification. Given a miRNA mature sequence and a target amino acid sequence, predict their likelihood of interaction. (1) The miRNA is hsa-miR-8062 with sequence CAGUGAUUUGAGGAUUAUUGC. The protein sequence of the target gene is MAVPTNSCLLVCLLTLTVLQLPTLDSAAPFDVTAPQEPVLALVGSDAELTCGFSPNASSEYMELLWFRQTRSTAVLLYRDGQEQEGQQMTEYRGRATLATAGLLDGRATLLIRDVRVSDQGEYRCLFKDNDDFEEAAVYLKVAAVGSDPQISMTVQENGEMELECTSSGWYPEPQVQWRTGNREMLPSTSESKKHNEEGLFTVAVSMMIRDSSIKNMSCCIQNILLGQGKEVEISLPAPFVPRLTPWIVAVAIILLALGFLTIGSIFFTWKLYKERSSLRKKEFGSKERLLEELRCKKTV.... Result: 0 (no interaction). (2) The miRNA is mmu-miR-5101 with sequence UUUGUUUGUUUUGCUGAUGCAG. The protein sequence of the target gene is MALDILAMAPLYQAPAINRIGPKTDPSKRPADPLKPLVLSRTKLTTIEAKRIMSILDEAIYKVELVTLLSYVASNREDMEGMLGEDVMRAVREHEDLCQVLLENVRCLKEKERQLQEQKEAEEEGWLRDRLLSIELQKSSLSPLMQQIKDSTKNVLRLLLSNPQAARLLQMQTQGRSAEAQNFIDSLIELRGFLFEKLLTSPMEARDKAQFLQDISRQNSNNQQIIDTLEKELAERMKNRNAEVEKENFVIQELKNHLHQVLKFSENSLVRTKQEAEKQQKADFRASQARVAKIQQEILQ.... Result: 0 (no interaction). (3) The miRNA is hsa-miR-4640-5p with sequence UGGGCCAGGGAGCAGCUGGUGGG. The protein sequence of the target gene is MEKPTSSTNGEKRKSPCDSNSKNDEMQETPNRDLVLEPSLKKMKTSEYSTVLVLCYRKTKKIHSNQLENDQS. Result: 0 (no interaction). (4) The miRNA is hsa-miR-181b-5p with sequence AACAUUCAUUGCUGUCGGUGGGU. The protein sequence of the target gene is MAGLTAAAPRPGVLLLLLSILHPSRPGGVPGAIPGGVPGGVFYPGAGLGALGGGALGPGGKPLKPVPGGLAGAGLGAGLGAFPAVTFPGALVPGGVADAAAAYKAAKAGAGLGGVPGVGGLGVSAGAVVPQPGAGVKPGKVPGVGLPGVYPGGVLPGARFPGVGVLPGVPTGAGVKPKAPGVGGAFAGIPGVGPFGGPQPGVPLGYPIKAPKLPGGYGLPYTTGKLPYGYGPGGVAGAAGKAGYPTGTGVGPQAAAAAAAKAAAKFGAGAAGVLPGVGGAGVPGVPGAIPGIGGIAGVGT.... Result: 1 (interaction). (5) The miRNA is hsa-miR-371a-3p with sequence AAGUGCCGCCAUCUUUUGAGUGU. The protein sequence of the target gene is MHVSLAEALEVRGGPLQEEEIWAVLNQSAESLQELFRKVSLADPAALGFIISPWSLLLLPSGSVSFTDENISNQDLRAFTAPEVLQNQSLTSLSDVEKIHIYSLGMTLYWGADYEVPQSQPIKLGDHLNSILLGMCEDVIYARVSVRTVLDACSAHIRNSNCAPSFSYVKHLVKLVLGNLSGTDQLSCNSEQKPDRSQAIRDRLRGKGLPTGRSSTSDVLDIQKPPLSHQTFLNKGLSKSMGFLSIKDTQDENYFKDILSDNSGREDSENTFSPYQFKTSGPEKKPIPGIDVLSKKKIWA.... Result: 0 (no interaction). (6) The miRNA is ath-miR408-3p with sequence AUGCACUGCCUCUUCCCUGGC. The protein sequence of the target gene is MEQLRPFFLLLAIFVASLVNAEVHFHEFVIQETPVKRLCRVHNSITVNGQFPGPTLEVRNGDSLVITAINKARYNISLHWHGIRQMRNPWADGPEYITQCPIQPGGSYTYRFTMEDQEGTLWWHAHSRWLRATVYGALIIRPPLSSPHYPFPVIPKREITLLLGEWWDRNPMDVLNLAQFTGAAPNISDAFTINGQPGDLYRCSSQETLRFLVGSGEIVLLRVINSALNQELFFGVANHKLTVVAADASYTKPFSTNVIMLGPGQTTDVLLTADQPPAHYYMAAHAYNSANAAFDNTTTT.... Result: 1 (interaction). (7) The protein sequence of the target gene is MAAAAGRSLLLLLSSRGGGGGGAGGCGALTAGCFPGLGVSRHRQQQHHRTVHQRIASWQNLGAVYCSTVVPSDDVTVVYQNGLPVISVRLPSRRERCQFTLKPISDSVGVFLRQLQEEDRGIDRVAIYSPDGVRVAASTGIDLLLLDDFKLVINDLTYHVRPPKRDLLSHENAATLNDVKTLVQQLYTTLCIEQHQLNKERELIERLEDLKEQLAPLEKVRIEISRKAEKRTTLVLWGGLAYMATQFGILARLTWWEYSWDIMEPVTYFITYGSAMAMYAYFVMTRQEYVYPEARDRQYL.... Result: 1 (interaction). The miRNA is hsa-miR-4469 with sequence GCUCCCUCUAGGGUCGCUCGGA. (8) The miRNA is hsa-miR-3606-3p with sequence AAAAUUUCUUUCACUACUUAG. The protein sequence of the target gene is MFNKSFGTPFGGSTGGFGTTSTFGQNTGFGTTSGGAFGTSAFGSSNNTGGLFGNSQTKPGGLFGTSSFSQPATSTSTGFGFGTSTGTSNSLFGTASTGTSLFSSQNNAFAQNKPTGFGNFGTSTSSGGLFGTTNTTSNPFGSTSGSLFGPSSFTAAPTGTTIKFNPPTGTDTMVKAGVSTNISTKHQCITAMKEYESKSLEELRLEDYQANRKGPQNQVGGGTTAGLFGSSPATSSATGLFSSSTTNSAFSYGQNKTAFGTSTTGFGTNPGGLFGQQNQQTTSLFSKPFGQATTTPNTGF.... Result: 0 (no interaction). (9) The miRNA is mmu-miR-1199-5p with sequence UCUGAGUCCCGGUCGCGCGG. The protein sequence of the target gene is MVLLHVLFEHAVGYALLALKEVEEISLLQPQVEESVLNLGKFHSIVRLVAFCPFASSQVALENANAVSEGVVHEDLRLLLETHLPSKKKKVLLGVGDPKIGAAIQEELGYNCQTGGVIAEILRGVRLHFHNLVKGLTDLSACKAQLGLGHSYSRAKVKFNVNRVDNMIIQSISLLDQLDKDINTFSMRVREWYGYHFPELVKIINDNATYCRLAQFIGNRRELNEDKLEKLEELTMDGAKAKAILDASRSSMGMDISAIDLINIESFSSRVVSLSEYRQSLHTYLRSKMSQVAPSLSALI.... Result: 0 (no interaction).